From a dataset of Catalyst prediction with 721,799 reactions and 888 catalyst types from USPTO. Predict which catalyst facilitates the given reaction. Reactant: [CH3:1][N:2]1[CH2:15][CH2:14][C:13]2[C:12]3[CH:11]=[C:10]([CH3:16])[CH:9]=[CH:8][C:7]=3[NH:6][C:5]=2[CH2:4][CH2:3]1.Br[CH:18]=[C:19]([C:21]1[CH:26]=[CH:25][CH:24]=[CH:23][C:22]=1[F:27])[CH3:20].N1CCC[C@H]1C(O)=O.[O-]P([O-])([O-])=O.[K+].[K+].[K+]. Product: [F:27][C:22]1[CH:23]=[CH:24][CH:25]=[CH:26][C:21]=1/[C:19](/[CH3:20])=[CH:18]/[N:6]1[C:7]2[CH:8]=[CH:9][C:10]([CH3:16])=[CH:11][C:12]=2[C:13]2[CH2:14][CH2:15][N:2]([CH3:1])[CH2:3][CH2:4][C:5]1=2. The catalyst class is: 122.